Dataset: Forward reaction prediction with 1.9M reactions from USPTO patents (1976-2016). Task: Predict the product of the given reaction. (1) Given the reactants [CH3:1][O:2][C:3](=[O:12])[C:4]1[CH:9]=[CH:8][C:7]([NH2:10])=[C:6]([NH2:11])[CH:5]=1.C1C[O:16][CH2:15]C1.C(C1NC=CN=1)(C1NC=CN=1)=O.Cl, predict the reaction product. The product is: [CH3:1][O:2][C:3]([C:4]1[CH:9]=[CH:8][C:7]2[NH:10][C:15](=[O:16])[NH:11][C:6]=2[CH:5]=1)=[O:12]. (2) Given the reactants [CH2:1]([O:3][C:4]1[C:13]2[C:8](=[CH:9][CH:10]=[C:11](/[CH:14]=[C:15]3/[C:16](=[O:22])[N:17]=[C:18](SC)[S:19]/3)[CH:12]=2)[N:7]=[CH:6][C:5]=1[C:23]#[N:24])[CH3:2].[S:25]1[CH:29]=[CH:28][N:27]=[C:26]1[CH2:30][NH2:31].CCN(C(C)C)C(C)C, predict the reaction product. The product is: [CH2:1]([O:3][C:4]1[C:13]2[C:8](=[CH:9][CH:10]=[C:11](/[CH:14]=[C:15]3/[C:16](=[O:22])[N:17]=[C:18]([NH:31][CH2:30][C:26]4[S:25][CH:29]=[CH:28][N:27]=4)[S:19]/3)[CH:12]=2)[N:7]=[CH:6][C:5]=1[C:23]#[N:24])[CH3:2]. (3) Given the reactants [N-:1]=[C:2]=[S:3].[C:4]1([C:10]2[CH:15]=[CH:14][C:13]([CH2:16][S:17][C:18]3[CH:19]=[CH:20][CH:21]=[CH:22][CH:23]=3)=[CH:12][CH:11]=2)[CH:9]=[CH:8][CH:7]=[CH:6][CH:5]=1.O.[NH2:25][NH2:26], predict the reaction product. The product is: [NH:25]([C:2]([NH:1][C:20]1[CH:21]=[CH:22][CH:23]=[C:18]([S:17][CH2:16][C:13]2[CH:12]=[CH:11][C:10]([C:4]3[CH:9]=[CH:8][CH:7]=[CH:6][CH:5]=3)=[CH:15][CH:14]=2)[CH:19]=1)=[S:3])[NH2:26]. (4) The product is: [CH2:1]([C:3]1[C:4]([NH:11][C@H:12]2[C:20]3[C:15](=[CH:16][CH:17]=[CH:18][CH:19]=3)[CH2:14][C@H:13]2[OH:21])=[N:5][C:6]([CH2:9][CH3:10])=[CH:7][N:8]=1)[CH3:2]. Given the reactants [CH2:1]([C:3]1[C:4]([NH:11][C@@H:12]2[C:20]3[C:15](=[CH:16][CH:17]=[CH:18][CH:19]=3)[CH2:14][C@@H:13]2[OH:21])=[N:5][C:6]([CH2:9][CH3:10])=[CH:7][N:8]=1)[CH3:2].C1C2C(=CC=CC=2)[C@H](N)[C@@H]1O, predict the reaction product.